Dataset: Catalyst prediction with 721,799 reactions and 888 catalyst types from USPTO. Task: Predict which catalyst facilitates the given reaction. (1) Reactant: C1(OP(=S)(OC2C=CC=CC=2)[SH:9])C=CC=CC=1.[C:18]([O:21][CH2:22][C:23]([CH3:61])([CH3:60])[CH2:24][N:25]1[C:31]2[CH:32]=[CH:33][C:34]([Cl:36])=[CH:35][C:30]=2[C@@H:29]([C:37]2[CH:42]=[CH:41][CH:40]=[C:39]([O:43][CH3:44])[C:38]=2[O:45][CH3:46])[O:28][C@H:27]([CH2:47][CH:48]([O:51][Si:52]([C:55]([CH3:58])([CH3:57])[CH3:56])([CH3:54])[CH3:53])[C:49]#[N:50])[C:26]1=[O:59])(=[O:20])[CH3:19]. Product: [C:18]([O:21][CH2:22][C:23]([CH3:61])([CH3:60])[CH2:24][N:25]1[C:31]2[CH:32]=[CH:33][C:34]([Cl:36])=[CH:35][C:30]=2[C@@H:29]([C:37]2[CH:42]=[CH:41][CH:40]=[C:39]([O:43][CH3:44])[C:38]=2[O:45][CH3:46])[O:28][C@H:27]([CH2:47][CH:48]([O:51][Si:52]([C:55]([CH3:58])([CH3:57])[CH3:56])([CH3:54])[CH3:53])[C:49]([NH2:50])=[S:9])[C:26]1=[O:59])(=[O:20])[CH3:19]. The catalyst class is: 32. (2) Product: [Br:6][C:7]1[N:12]=[C:11]([O:13][CH3:14])[C:10]([N:15]([CH2:2][C:3](=[O:5])[CH3:4])[CH:16]=[O:17])=[CH:9][CH:8]=1. Reactant: Cl[CH2:2][C:3](=[O:5])[CH3:4].[Br:6][C:7]1[N:12]=[C:11]([O:13][CH3:14])[C:10]([NH:15][CH:16]=[O:17])=[CH:9][CH:8]=1.C(=O)([O-])[O-].[Cs+].[Cs+].[I-].[K+]. The catalyst class is: 9. (3) Reactant: [CH3:1][C:2]1([CH3:27])[CH2:7][CH:6]([CH2:8][O:9][C:10]2[CH:11]=[C:12]([CH2:25][OH:26])[CH:13]=[N:14][C:15]=2[C:16]2[CH:21]=[C:20]([O:22][CH3:23])[CH:19]=[CH:18][C:17]=2[F:24])[CH2:5][CH2:4][O:3]1.Cl[C:29]1[N:34]=[CH:33][N:32]=[C:31]([CH:35]([CH:42]2[CH2:44][CH2:43]2)[CH2:36][C:37]([O:39]CC)=[O:38])[CH:30]=1.[H-].[Na+].Cl. Product: [CH:42]1([CH:35]([C:31]2[CH:30]=[C:29]([O:26][CH2:25][C:12]3[CH:13]=[N:14][C:15]([C:16]4[CH:21]=[C:20]([O:22][CH3:23])[CH:19]=[CH:18][C:17]=4[F:24])=[C:10]([O:9][CH2:8][CH:6]4[CH2:5][CH2:4][O:3][C:2]([CH3:27])([CH3:1])[CH2:7]4)[CH:11]=3)[N:34]=[CH:33][N:32]=2)[CH2:36][C:37]([OH:39])=[O:38])[CH2:44][CH2:43]1. The catalyst class is: 20. (4) Reactant: [CH2:1]([N:5]([CH2:25][CH2:26][CH2:27][CH3:28])[C:6]1[CH:7]=[C:8]([S:12][C:13]2[CH:18]=[CH:17][C:16]([CH2:19][C:20]([O:22]CC)=[O:21])=[CH:15][CH:14]=2)[CH:9]=[CH:10][CH:11]=1)[CH2:2][CH2:3][CH3:4].[OH-].[Na+].O.C(O)C. Product: [CH2:1]([N:5]([CH2:25][CH2:26][CH2:27][CH3:28])[C:6]1[CH:7]=[C:8]([S:12][C:13]2[CH:14]=[CH:15][C:16]([CH2:19][C:20]([OH:22])=[O:21])=[CH:17][CH:18]=2)[CH:9]=[CH:10][CH:11]=1)[CH2:2][CH2:3][CH3:4]. The catalyst class is: 1. (5) Reactant: [CH3:1][C:2]1[O:6][N:5]=[C:4]([C:7]2[CH:12]=[CH:11][CH:10]=[CH:9][CH:8]=2)[C:3]=1[CH2:13][O:14][C:15]1[N:20]=[N:19][C:18]([NH2:21])=[CH:17][CH:16]=1.C(N(CC)CC)C.[CH3:29][O:30][CH2:31][C:32](Cl)=[O:33]. Product: [CH3:29][O:30][CH2:31][C:32]([NH:21][C:18]1[N:19]=[N:20][C:15]([O:14][CH2:13][C:3]2[C:4]([C:7]3[CH:8]=[CH:9][CH:10]=[CH:11][CH:12]=3)=[N:5][O:6][C:2]=2[CH3:1])=[CH:16][CH:17]=1)=[O:33]. The catalyst class is: 1. (6) Reactant: [CH3:1][C:2]1([CH3:18])[O:7][C:6]2[CH:8]=[CH:9][C:10]([C@H:12]3[O:16][C:15](=[O:17])[NH:14][CH2:13]3)=[CH:11][C:5]=2[CH2:4][O:3]1.[H-].[Na+].Br[CH2:22][CH2:23][CH2:24][CH2:25][CH2:26][CH2:27][O:28][CH2:29][CH2:30][OH:31].P([O-])([O-])([O-])=O. Product: [CH3:1][C:2]1([CH3:18])[O:7][C:6]2[CH:8]=[CH:9][C:10]([CH:12]3[O:16][C:15](=[O:17])[N:14]([CH2:22][CH2:23][CH2:24][CH2:25][CH2:26][CH2:27][O:28][CH2:29][CH2:30][OH:31])[CH2:13]3)=[CH:11][C:5]=2[CH2:4][O:3]1. The catalyst class is: 18. (7) Reactant: [CH3:1][NH:2][S:3]([C:6]1[CH:7]=[C:8]([O:12][C:13]2[CH:18]=[CH:17][C:16]([N+:19]([O-])=O)=[CH:15][CH:14]=2)[CH:9]=[CH:10][CH:11]=1)(=[O:5])=[O:4]. Product: [CH3:1][NH:2][S:3]([C:6]1[CH:7]=[C:8]([O:12][C:13]2[CH:18]=[CH:17][C:16]([NH2:19])=[CH:15][CH:14]=2)[CH:9]=[CH:10][CH:11]=1)(=[O:4])=[O:5]. The catalyst class is: 99.